This data is from Catalyst prediction with 721,799 reactions and 888 catalyst types from USPTO. The task is: Predict which catalyst facilitates the given reaction. (1) Reactant: [Br:1][C:2]1[CH:3]=[C:4]2[C:8](=[CH:9][CH:10]=1)[N:7]([CH2:11][CH2:12][CH2:13][CH2:14][C:15]([O:17][CH2:18][CH3:19])=[O:16])[CH2:6][CH2:5]2.[C:20](=O)([O-])[O-:21].[K+].[K+]. Product: [Br:1][C:2]1[CH:3]=[C:4]2[C:8](=[C:9]([CH:20]=[O:21])[CH:10]=1)[N:7]([CH2:11][CH2:12][CH2:13][CH2:14][C:15]([O:17][CH2:18][CH3:19])=[O:16])[CH2:6][CH2:5]2. The catalyst class is: 3. (2) Reactant: [CH3:1][O:2][C:3](=[O:17])[C:4]1[CH:9]=[C:8]([N+:10]([O-])=O)[CH:7]=[CH:6][C:5]=1[NH:13][C:14](=[O:16])[CH3:15]. Product: [CH3:1][O:2][C:3](=[O:17])[C:4]1[CH:9]=[C:8]([NH2:10])[CH:7]=[CH:6][C:5]=1[NH:13][C:14](=[O:16])[CH3:15]. The catalyst class is: 19. (3) Reactant: [OH:1]OS([O-])=O.[K+].C([O-])(=O)C.[O-2:11].[Na+].[C:13]([C:17]1[CH:22]=[CH:21][C:20]([S:23][C:24]2[S:32][C:31]3[CH:30]=[CH:29][N:28]=[C:27]([N:33]4[CH2:38][CH2:37][NH:36][CH2:35][CH2:34]4)[C:26]=3[CH:25]=2)=[CH:19][CH:18]=1)([CH3:16])([CH3:15])[CH3:14].[Cl:39]CCl. Product: [ClH:39].[C:13]([C:17]1[CH:22]=[CH:21][C:20]([S:23]([C:24]2[S:32][C:31]3[CH:30]=[CH:29][N:28]=[C:27]([N:33]4[CH2:38][CH2:37][NH:36][CH2:35][CH2:34]4)[C:26]=3[CH:25]=2)(=[O:1])=[O:11])=[CH:19][CH:18]=1)([CH3:16])([CH3:14])[CH3:15]. The catalyst class is: 97.